This data is from Full USPTO retrosynthesis dataset with 1.9M reactions from patents (1976-2016). The task is: Predict the reactants needed to synthesize the given product. Given the product [F:1][C:2]1[CH:3]=[C:4]2[C:5]([CH:8]=[C:9]([CH3:10])[NH:12]2)=[CH:6][CH:7]=1, predict the reactants needed to synthesize it. The reactants are: [F:1][C:2]1[CH:7]=[CH:6][C:5]([CH2:8][C:9](=O)[CH3:10])=[C:4]([N+:12]([O-])=O)[CH:3]=1.[Sn](Cl)Cl.C1(P(C2C=CC=CC=2)C2C=CC=CC=2)C=CC=CC=1.[C]=O.